This data is from Forward reaction prediction with 1.9M reactions from USPTO patents (1976-2016). The task is: Predict the product of the given reaction. (1) Given the reactants [F:1][C:2]1[CH:28]=[CH:27][C:5]([CH2:6][O:7][CH2:8][C:9]([NH:11][CH2:12][CH2:13][CH2:14][C:15]2[CH:20]=[CH:19][C:18]([O:21][C@@H:22]3[CH2:26][CH2:25][NH:24][CH2:23]3)=[CH:17][CH:16]=2)=[O:10])=[CH:4][CH:3]=1.BrC[CH2:31][C:32]1N[C:34]2[C:39]([CH:40]=1)=C[CH:37]=[CH:36][CH:35]=2.C(=O)([O-])[O-].[K+].[K+].[CH3:47][N:48]([CH:50]=O)C, predict the reaction product. The product is: [NH:48]1[C:47]2[C:39](=[CH:34][CH:35]=[CH:36][CH:37]=2)[C:40]([CH2:32][CH2:31][N:24]2[CH2:25][CH2:26][C@@H:22]([O:21][C:18]3[CH:19]=[CH:20][C:15]([CH2:14][CH2:13][CH2:12][NH:11][C:9](=[O:10])[CH2:8][O:7][CH2:6][C:5]4[CH:4]=[CH:3][C:2]([F:1])=[CH:28][CH:27]=4)=[CH:16][CH:17]=3)[CH2:23]2)=[CH:50]1. (2) The product is: [OH:11][CH2:10][C@H:9]([NH:8][C:6](=[O:7])[O:5][C:1]([CH3:3])([CH3:2])[CH3:4])[CH:14]1[CH2:19][CH2:18][N:17]([C:20]2[N:25]=[C:24]([C:26]3[CH:35]=[CH:34][C:33]4[C:28](=[CH:29][CH:30]=[CH:31][CH:32]=4)[CH:27]=3)[CH:23]=[CH:22][N:21]=2)[CH2:16][CH2:15]1. Given the reactants [C:1]([O:5][C:6]([NH:8][C@H:9]([CH:14]1[CH2:19][CH2:18][N:17]([C:20]2[N:25]=[C:24]([C:26]3[CH:35]=[CH:34][C:33]4[C:28](=[CH:29][CH:30]=[CH:31][CH:32]=4)[CH:27]=3)[CH:23]=[CH:22][N:21]=2)[CH2:16][CH2:15]1)[C:10](OC)=[O:11])=[O:7])([CH3:4])([CH3:3])[CH3:2].[Li+].[BH4-], predict the reaction product. (3) Given the reactants [C:1]([C:4]1[CH:9]=[CH:8][C:7](OS(C2C=CC(C)=CC=2)(=O)=O)=[C:6]([O:21][CH3:22])[CH:5]=1)(=[O:3])[CH3:2].[C:23]([C:25]1[CH2:30][CH2:29][CH2:28][CH2:27][CH:26]=1)#[CH:24], predict the reaction product. The product is: [C:25]1([C:23]#[C:24][C:7]2[CH:8]=[CH:9][C:4]([C:1](=[O:3])[CH3:2])=[CH:5][C:6]=2[O:21][CH3:22])[CH2:30][CH2:29][CH2:28][CH2:27][CH:26]=1. (4) The product is: [C:12]([O:11][C:9]([N:22]1[CH2:23][CH2:24][N:19]([CH2:18][CH2:17][OH:16])[CH2:20][CH2:21]1)=[O:10])([CH3:13])([CH3:14])[CH3:15]. Given the reactants [C:9](O[C:9]([O:11][C:12]([CH3:15])([CH3:14])[CH3:13])=[O:10])([O:11][C:12]([CH3:15])([CH3:14])[CH3:13])=[O:10].[OH:16][CH2:17][CH2:18][N:19]1[CH2:24][CH2:23][NH:22][CH2:21][CH2:20]1, predict the reaction product. (5) Given the reactants [NH2:1][CH2:2][C@H:3]1[N:8]([C:9]([C:11]2[N:12]=[C:13]([CH3:23])[S:14][C:15]=2[C:16]2[CH:17]=[C:18]([CH3:22])[CH:19]=[CH:20][CH:21]=2)=[O:10])[CH2:7][C@@H:6]2[C@H:4]1[CH2:5]2.[O:24]1[CH:28]=[CH:27][C:26]([C:29](O)=[O:30])=[CH:25]1, predict the reaction product. The product is: [CH3:23][C:13]1[S:14][C:15]([C:16]2[CH:17]=[C:18]([CH3:22])[CH:19]=[CH:20][CH:21]=2)=[C:11]([C:9]([N:8]2[CH2:7][C@@H:6]3[C@@H:4]([CH2:5]3)[C@H:3]2[CH2:2][NH:1][C:29]([C:26]2[CH:27]=[CH:28][O:24][CH:25]=2)=[O:30])=[O:10])[N:12]=1.